Dataset: Reaction yield outcomes from USPTO patents with 853,638 reactions. Task: Predict the reaction yield, written as a fraction of the theoretical maximum amount of product (1.0 means a 100% yield; for example, 0.34 means a 34% yield). (1) The reactants are [C:1]1([CH3:11])[CH:6]=[CH:5][C:4]([S:7](Cl)(=[O:9])=[O:8])=[CH:3][CH:2]=1.[CH3:12][O:13][CH2:14][CH2:15][O:16][CH2:17][CH2:18][O:19][CH2:20][CH2:21][OH:22].O.C(OCC)(=O)C. The catalyst is N1C=CC=CC=1. The product is [CH3:11][C:1]1[CH:6]=[CH:5][C:4]([S:7]([O:22][CH2:21][CH2:20][O:19][CH2:18][CH2:17][O:16][CH2:15][CH2:14][O:13][CH3:12])(=[O:9])=[O:8])=[CH:3][CH:2]=1. The yield is 0.790. (2) The reactants are [CH3:1][C:2]1[N:3]=[CH:4][N:5]([C:7]2[CH:13]=[CH:12][C:10]([NH2:11])=[CH:9][CH:8]=2)[CH:6]=1.[CH2:14]([O:16][CH:17]=[CH:18][C:19](Cl)=[O:20])[CH3:15]. The catalyst is N1C=CC=CC=1. The product is [CH2:14]([O:16][CH:17]=[CH:18][C:19]([NH:11][C:10]1[CH:12]=[CH:13][C:7]([N:5]2[CH:6]=[C:2]([CH3:1])[N:3]=[CH:4]2)=[CH:8][CH:9]=1)=[O:20])[CH3:15]. The yield is 0.750. (3) The reactants are [CH2:1]([O:3][C:4]1[CH:5]=[C:6]([N:13]2[CH2:18][CH2:17][NH:16][CH2:15][CH2:14]2)[CH:7]=[CH:8][C:9]=1[N+:10]([O-:12])=[O:11])[CH3:2].C([N:26]1[CH2:31][CH2:30][C:29](=O)[CH2:28][CH2:27]1)(OC(C)(C)C)=O.CC(O)=O.C(O[BH-](OC(=O)C)OC(=O)C)(=O)C.[Na+]. The catalyst is ClCCCl. The product is [CH2:1]([O:3][C:4]1[CH:5]=[C:6]([N:13]2[CH2:14][CH2:15][N:16]([CH:29]3[CH2:30][CH2:31][NH:26][CH2:27][CH2:28]3)[CH2:17][CH2:18]2)[CH:7]=[CH:8][C:9]=1[N+:10]([O-:12])=[O:11])[CH3:2]. The yield is 0.790. (4) The yield is 0.320. The product is [C:68]([C:37]1[CH:42]=[CH:41][C:40]([O:1][C@@H:2]2[CH2:7][CH2:6][C@H:5]([N:8]3[C:13](=[O:14])[C:12]([CH2:15][C:16]4[CH:21]=[CH:20][C:19]([C:22]5[C:23]([C:28]#[N:29])=[CH:24][CH:25]=[CH:26][CH:27]=5)=[CH:18][CH:17]=4)=[C:11]([CH2:30][CH2:31][CH3:32])[N:10]4[N:33]=[CH:34][N:35]=[C:9]34)[CH2:4][CH2:3]2)=[CH:39][CH:38]=1)(=[O:67])[CH3:69]. The reactants are [OH:1][C@H:2]1[CH2:7][CH2:6][C@H:5]([N:8]2[C:13](=[O:14])[C:12]([CH2:15][C:16]3[CH:21]=[CH:20][C:19]([C:22]4[C:23]([C:28]#[N:29])=[CH:24][CH:25]=[CH:26][CH:27]=4)=[CH:18][CH:17]=3)=[C:11]([CH2:30][CH2:31][CH3:32])[N:10]3[N:33]=[CH:34][N:35]=[C:9]23)[CH2:4][CH2:3]1.Br[C:37]1[CH:42]=[CH:41][C:40](O)=[CH:39][CH:38]=1.C1(P(C2C=CC=CC=2)C2C=CC=CC=2)C=CC=CC=1.N(C(OC(C)C)=O)=NC([O:67][CH:68](C)[CH3:69])=O.Cl.C([Sn](CCCC)(C(OCC)=C)CCCCC)CCC.[F-].[K+]. The catalyst is O1CCCC1.Cl[Pd](Cl)([P](C1C=CC=CC=1)(C1C=CC=CC=1)C1C=CC=CC=1)[P](C1C=CC=CC=1)(C1C=CC=CC=1)C1C=CC=CC=1. (5) The reactants are N#N.[CH3:3][O:4][C:5]1[C:10]([O:11][CH3:12])=[C:9]([O:13][CH3:14])[CH:8]=[CH:7][C:6]=1B(O)O.CCO.[CH3:21][O:22][C:23](=[O:31])[C:24]1[CH:29]=[CH:28][CH:27]=[C:26](Br)[CH:25]=1. The catalyst is C1(C)C=CC=CC=1.O.C1C=CC([P]([Pd]([P](C2C=CC=CC=2)(C2C=CC=CC=2)C2C=CC=CC=2)([P](C2C=CC=CC=2)(C2C=CC=CC=2)C2C=CC=CC=2)[P](C2C=CC=CC=2)(C2C=CC=CC=2)C2C=CC=CC=2)(C2C=CC=CC=2)C2C=CC=CC=2)=CC=1. The product is [CH3:21][O:22][C:23]([C:24]1[CH:25]=[C:26]([C:6]2[CH:7]=[CH:8][C:9]([O:13][CH3:14])=[C:10]([O:11][CH3:12])[C:5]=2[O:4][CH3:3])[CH:27]=[CH:28][CH:29]=1)=[O:31]. The yield is 0.580. (6) The reactants are [NH2:1][C:2]1[C:10]2[C:5](=[N:6][CH:7]=[C:8]([Br:25])[C:9]=2[N:11]2[CH2:16][CH2:15][CH2:14][C@@H:13]([NH:17][C:18](=[O:24])[O:19][C:20]([CH3:23])([CH3:22])[CH3:21])[CH2:12]2)[NH:4][CH:3]=1.C[N:27]1[C:31](=[O:32])C[CH2:29][CH2:28]1.N1C=CC=CC=1.N(CC)=C=O. The catalyst is O.C(#N)C. The product is [Br:25][C:8]1[C:9]([N:11]2[CH2:16][CH2:15][CH2:14][C@@H:13]([NH:17][C:18](=[O:24])[O:19][C:20]([CH3:21])([CH3:22])[CH3:23])[CH2:12]2)=[C:10]2[C:2]([NH:1][C:31]([NH:27][CH2:28][CH3:29])=[O:32])=[CH:3][NH:4][C:5]2=[N:6][CH:7]=1. The yield is 0.740. (7) The reactants are [C:1]1([OH:7])[CH:6]=[CH:5][CH:4]=[CH:3][CH:2]=1.CC(C)([O-])C.[Na+].Cl[C:15]1[C:20]([Cl:21])=[CH:19][C:18]([NH2:22])=[C:17]([N+:23]([O-:25])=[O:24])[CH:16]=1.O. The catalyst is CN(C=O)C. The product is [Cl:21][C:20]1[C:15]([O:7][C:1]2[CH:6]=[CH:5][CH:4]=[CH:3][CH:2]=2)=[CH:16][C:17]([N+:23]([O-:25])=[O:24])=[C:18]([NH2:22])[CH:19]=1. The yield is 0.640.